From a dataset of Full USPTO retrosynthesis dataset with 1.9M reactions from patents (1976-2016). Predict the reactants needed to synthesize the given product. (1) Given the product [F:14][C:10]1[CH:9]=[C:8]([C:6]2[CH:7]=[C:2]([O:20][CH:16]([CH3:15])[C:17]#[C:18][CH3:19])[N:3]=[CH:4][N:5]=2)[CH:13]=[CH:12][CH:11]=1, predict the reactants needed to synthesize it. The reactants are: Cl[C:2]1[CH:7]=[C:6]([C:8]2[CH:13]=[CH:12][CH:11]=[C:10]([F:14])[CH:9]=2)[N:5]=[CH:4][N:3]=1.[CH3:15][CH:16]([OH:20])[C:17]#[C:18][CH3:19].[H-].[Na+].O. (2) Given the product [NH2:36][C@@H:37]1[CH2:41][CH2:40][N:39]([S:42]([C:45]2[C:46]3[C:47]([CH3:55])=[CH:48][N:49]=[CH:50][C:51]=3[CH:52]=[CH:53][CH:54]=2)(=[O:44])=[O:43])[CH2:38]1.[ClH:15], predict the reactants needed to synthesize it. The reactants are: CC1C2C(S([Cl:15])(=O)=O)=CC=CC=2C=NC=1.C(OC(N[C@@H]1CCNC1)=O)(C)(C)C.C(OC([NH:36][C@@H:37]1[CH2:41][CH2:40][N:39]([S:42]([C:45]2[C:46]3[C:47]([CH3:55])=[CH:48][N:49]=[CH:50][C:51]=3[CH:52]=[CH:53][CH:54]=2)(=[O:44])=[O:43])[CH2:38]1)=O)(C)(C)C. (3) Given the product [CH3:9][O:8][C:7]1[CH:6]=[CH:5][N:4]=[C:3]([C:10](=[O:11])[NH:12][C@H:13]2[CH2:21][CH2:20][CH2:19][C@H:18]([O:22][CH2:23][C:24]([CH3:26])=[CH2:25])[C@@H:17]([O:27][CH2:28][C:29]([CH3:31])=[CH2:30])[C@H:16]([CH3:32])[O:15][C:14]2=[O:33])[C:2]=1[O:1][CH2:48][O:47][C:42](=[O:46])[CH:43]([CH3:45])[CH3:44], predict the reactants needed to synthesize it. The reactants are: [OH:1][C:2]1[C:3]([C:10]([NH:12][C@H:13]2[CH2:21][CH2:20][CH2:19][C@H:18]([O:22][CH2:23][C:24]([CH3:26])=[CH2:25])[C@@H:17]([O:27][CH2:28][C:29]([CH3:31])=[CH2:30])[C@H:16]([CH3:32])[O:15][C:14]2=[O:33])=[O:11])=[N:4][CH:5]=[CH:6][C:7]=1[O:8][CH3:9].C([O-])([O-])=O.[Na+].[Na+].[Na+].[I-].[C:42]([O:47][CH2:48]Cl)(=[O:46])[CH:43]([CH3:45])[CH3:44].